From a dataset of Forward reaction prediction with 1.9M reactions from USPTO patents (1976-2016). Predict the product of the given reaction. (1) Given the reactants C(O)(=O)C.O[C@@H]([C@H]1C(=O)N2C(C([O-])=O)=C(C3SC4=C(C(=O)CC)N=CN4C=3)[C@H](C)[C@H]12)C.[Na+].[Si]([NH:40][S:41]([C:44]1[N:45]=[CH:46][N:47]2[CH:51]=[C:50]([C:52]3[C@H:53]([CH3:76])[C@@H:54]4[C@@H:71]([C@H:72]([OH:74])[CH3:73])[C:70](=[O:75])[N:55]4[C:56]=3[C:57]([O:59][CH2:60][C:61]3[CH:66]=[CH:65][C:64]([N+:67]([O-:69])=[O:68])=[CH:63][CH:62]=3)=[O:58])[S:49][C:48]=12)(=[O:43])=[O:42])(C(C)(C)C)(C)C.C(=O)([O-])O.[Na+], predict the reaction product. The product is: [OH:74][C@@H:72]([C@H:71]1[C:70](=[O:75])[N:55]2[C:56]([C:57]([O:59][CH2:60][C:61]3[CH:62]=[CH:63][C:64]([N+:67]([O-:69])=[O:68])=[CH:65][CH:66]=3)=[O:58])=[C:52]([C:50]3[S:49][C:48]4=[C:44]([S:41](=[O:43])(=[O:42])[NH2:40])[N:45]=[CH:46][N:47]4[CH:51]=3)[C@H:53]([CH3:76])[C@H:54]12)[CH3:73]. (2) Given the reactants [Cl:1][C:2]1[C:3]([O:25][CH2:26][CH2:27][O:28][CH3:29])=[CH:4][C:5]2[CH2:14][CH:13]([CH2:15][S:16][CH3:17])[N:12]3[C:7](=[CH:8][C:9](=[O:23])[C:10]([C:18]([O:20]CC)=[O:19])=[CH:11]3)[C:6]=2[CH:24]=1.O[Li].O.ClC1C(OCCOC)=CC2CC(CSC)N3C(=CC(=O)C(C([O-])=O)=C3)C=2C=1, predict the reaction product. The product is: [Cl:1][C:2]1[C:3]([O:25][CH2:26][CH2:27][O:28][CH3:29])=[CH:4][C:5]2[CH2:14][CH:13]([CH2:15][S:16][CH3:17])[N:12]3[C:7](=[CH:8][C:9](=[O:23])[C:10]([C:18]([OH:20])=[O:19])=[CH:11]3)[C:6]=2[CH:24]=1.